This data is from Peptide-MHC class I binding affinity with 185,985 pairs from IEDB/IMGT. The task is: Regression. Given a peptide amino acid sequence and an MHC pseudo amino acid sequence, predict their binding affinity value. This is MHC class I binding data. (1) The peptide sequence is VPQTDAGVT. The MHC is HLA-A02:01 with pseudo-sequence HLA-A02:01. The binding affinity (normalized) is 0.0847. (2) The peptide sequence is SLSTKLKQV. The MHC is HLA-A02:03 with pseudo-sequence HLA-A02:03. The binding affinity (normalized) is 0.785. (3) The peptide sequence is RPRRASSPF. The MHC is HLA-B39:01 with pseudo-sequence HLA-B39:01. The binding affinity (normalized) is 0.0847. (4) The peptide sequence is YADHGANQL. The MHC is HLA-B35:01 with pseudo-sequence HLA-B35:01. The binding affinity (normalized) is 1.00.